Dataset: Forward reaction prediction with 1.9M reactions from USPTO patents (1976-2016). Task: Predict the product of the given reaction. (1) Given the reactants Cl.Cl.[Br:3][C:4]1[CH:5]=[C:6]([O:14][CH2:15][C@@H:16]2[CH2:21][CH2:20][CH2:19][NH:18][CH2:17]2)[C:7]2[N:8]([CH:11]=[N:12][CH:13]=2)[C:9]=1[Cl:10].Br[C:23]1C=C(OC[C@@H]2CCCNC2)C2N(C=NC=2)C=1Cl.C=O.O.C(O[BH-](OC(=O)C)OC(=O)C)(=O)C.[Na+], predict the reaction product. The product is: [Br:3][C:4]1[CH:5]=[C:6]([O:14][CH2:15][C@@H:16]2[CH2:21][CH2:20][CH2:19][N:18]([CH3:23])[CH2:17]2)[C:7]2[N:8]([CH:11]=[N:12][CH:13]=2)[C:9]=1[Cl:10]. (2) Given the reactants C(OC(=O)[NH:7][CH:8]1[CH2:13][CH2:12][N:11]([CH2:14][CH2:15][N:16]2[C:21]3[CH:22]=[C:23]([O:26][CH3:27])[CH:24]=[CH:25][C:20]=3[O:19][CH2:18][C:17]2=[O:28])[C:10](=[O:29])[CH2:9]1)(C)(C)C.FC(F)(F)C(O)=O.NC1CCN(CCN2C3C=C(OC)C=CC=3COC2=O)CC1, predict the reaction product. The product is: [NH2:7][CH:8]1[CH2:13][CH2:12][N:11]([CH2:14][CH2:15][N:16]2[C:21]3[CH:22]=[C:23]([O:26][CH3:27])[CH:24]=[CH:25][C:20]=3[O:19][CH2:18][C:17]2=[O:28])[C:10](=[O:29])[CH2:9]1. (3) Given the reactants [C:1]([NH:4][NH:5][C:6](=[S:11])[NH:7][CH:8]([CH3:10])[CH3:9])(=O)[CH3:2].[OH-].[Na+].Br[CH2:15][C:16]([C:18]12[CH2:27][CH:22]3[CH2:23][CH:24]([CH2:26][CH:20]([CH2:21]3)[CH2:19]1)[CH2:25]2)=[O:17], predict the reaction product. The product is: [C:18]12([C:16](=[O:17])[CH2:15][S:11][C:6]3[N:7]([CH:8]([CH3:10])[CH3:9])[C:1]([CH3:2])=[N:4][N:5]=3)[CH2:25][CH:24]3[CH2:23][CH:22]([CH2:21][CH:20]([CH2:26]3)[CH2:19]1)[CH2:27]2. (4) The product is: [C:1]([CH:3]1[CH2:4][CH2:5][N:6]([C:9](=[O:44])[C@H:10]([NH:14][C:15]([C:17]2[C:25]3[C:20](=[N:21][CH:22]=[C:23]([N:26]4[C:34]5[C:29](=[CH:30][C:31]([Cl:35])=[CH:32][CH:33]=5)[CH:28]=[N:27]4)[N:24]=3)[NH:19][CH:18]=2)=[O:16])[CH:11]2[CH2:13][CH2:12]2)[CH2:7][CH2:8]1)#[N:2]. Given the reactants [C:1]([CH:3]1[CH2:8][CH2:7][N:6]([C:9](=[O:44])[C@H:10]([NH:14][C:15]([C:17]2[C:25]3[C:20](=[N:21][CH:22]=[C:23]([N:26]4[C:34]5[C:29](=[CH:30][C:31]([Cl:35])=[CH:32][CH:33]=5)[CH:28]=[N:27]4)[N:24]=3)[N:19](COCC[Si](C)(C)C)[CH:18]=2)=[O:16])[CH:11]2[CH2:13][CH2:12]2)[CH2:5][CH2:4]1)#[N:2].FC(F)(F)C(O)=O.C(N)CN, predict the reaction product. (5) Given the reactants [C:1]([O:5][C@@H:6]([C:11]1[C:26]([CH3:27])=[CH:25][C:14]2[N:15]=[C:16]([C:18]3[CH:23]=[CH:22][N:21]=[C:20](Cl)[N:19]=3)[S:17][C:13]=2[C:12]=1[C:28]1[CH:33]=[CH:32][C:31]([Cl:34])=[CH:30][CH:29]=1)[C:7]([O:9][CH3:10])=[O:8])([CH3:4])([CH3:3])[CH3:2].[CH3:35][N:36]([CH3:45])[C:37]([N:39]1[CH2:44][CH2:43][NH:42][CH2:41][CH2:40]1)=[O:38], predict the reaction product. The product is: [C:1]([O:5][C@@H:6]([C:11]1[C:26]([CH3:27])=[CH:25][C:14]2[N:15]=[C:16]([C:18]3[CH:23]=[CH:22][N:21]=[C:20]([N:42]4[CH2:41][CH2:40][N:39]([C:37](=[O:38])[N:36]([CH3:35])[CH3:45])[CH2:44][CH2:43]4)[N:19]=3)[S:17][C:13]=2[C:12]=1[C:28]1[CH:29]=[CH:30][C:31]([Cl:34])=[CH:32][CH:33]=1)[C:7]([O:9][CH3:10])=[O:8])([CH3:2])([CH3:3])[CH3:4]. (6) Given the reactants [CH3:1][O:2][C:3]1[CH:4]=[C:5]2[C:10](=[CH:11][CH:12]=1)[C:9]([O:13][C:14]1[CH:19]=[CH:18][C:17]([O:20][CH2:21][CH2:22][N:23]3[CH2:28][CH2:27][CH2:26][CH2:25][CH2:24]3)=[CH:16][CH:15]=1)=[C:8]([C:29]1[CH:30]=[C:31]3[C:35](=[CH:36][CH:37]=1)[C:34](=[O:38])[O:33][CH2:32]3)[CH:7]=[CH:6]2.[ClH:39].C(OCC)C, predict the reaction product. The product is: [ClH:39].[CH3:1][O:2][C:3]1[CH:4]=[C:5]2[C:10](=[CH:11][CH:12]=1)[C:9]([O:13][C:14]1[CH:15]=[CH:16][C:17]([O:20][CH2:21][CH2:22][N:23]3[CH2:28][CH2:27][CH2:26][CH2:25][CH2:24]3)=[CH:18][CH:19]=1)=[C:8]([C:29]1[CH:30]=[C:31]3[C:35](=[CH:36][CH:37]=1)[C:34](=[O:38])[O:33][CH2:32]3)[CH:7]=[CH:6]2. (7) Given the reactants Br[C:2]1[CH:3]=[CH:4][C:5]([NH:8][CH2:9][C@@H:10]2[C@H:15]([CH3:16])[CH2:14][CH2:13][CH2:12][N:11]2[C:17]([C:19]2[CH:24]=[C:23]([CH3:25])[CH:22]=[CH:21][C:20]=2[N:26]2[N:30]=[CH:29][CH:28]=[N:27]2)=[O:18])=[N:6][CH:7]=1.[CH:31]1(B(O)O)[CH2:33][CH2:32]1.C1(P(C2CCCCC2)C2CCCCC2)CCCCC1.[O-]P([O-])([O-])=O.[K+].[K+].[K+], predict the reaction product. The product is: [CH:31]1([C:2]2[CH:3]=[CH:4][C:5]([NH:8][CH2:9][C@@H:10]3[C@H:15]([CH3:16])[CH2:14][CH2:13][CH2:12][N:11]3[C:17]([C:19]3[CH:24]=[C:23]([CH3:25])[CH:22]=[CH:21][C:20]=3[N:26]3[N:30]=[CH:29][CH:28]=[N:27]3)=[O:18])=[N:6][CH:7]=2)[CH2:33][CH2:32]1. (8) The product is: [C:20]([NH:23][C:24]1[CH:29]=[CH:28][C:27]([C:2]2[CH:11]=[CH:10][C:5]([C:6]([OH:8])=[O:7])=[C:4]([NH:12][C:13]3[CH:18]=[CH:17][C:16]([F:19])=[CH:15][CH:14]=3)[CH:3]=2)=[CH:26][CH:25]=1)(=[O:22])[CH3:21]. Given the reactants Br[C:2]1[CH:11]=[CH:10][C:5]([C:6]([O:8]C)=[O:7])=[C:4]([NH:12][C:13]2[CH:18]=[CH:17][C:16]([F:19])=[CH:15][CH:14]=2)[CH:3]=1.[C:20]([NH:23][C:24]1[CH:29]=[CH:28][C:27](B(O)O)=[CH:26][CH:25]=1)(=[O:22])[CH3:21].C(=O)([O-])[O-].[Na+].[Na+], predict the reaction product.